This data is from Forward reaction prediction with 1.9M reactions from USPTO patents (1976-2016). The task is: Predict the product of the given reaction. Given the reactants Cl[C:2]1[C:10]2[C:9]3[CH2:11][NH:12][CH2:13][CH2:14][C:8]=3[NH:7][C:6]=2[N:5]=[CH:4][CH:3]=1.[CH2:15]([NH2:22])[C:16]1[CH:21]=[CH:20][CH:19]=[CH:18][CH:17]=1.CC(C1C=C(C(C)C)C(C2C=CC=CC=2P(C2CCCCC2)C2CCCCC2)=C(C(C)C)C=1)C.[OH-].[K+], predict the reaction product. The product is: [CH2:15]([NH:22][C:2]1[C:10]2[C:9]3[CH2:11][NH:12][CH2:13][CH2:14][C:8]=3[NH:7][C:6]=2[N:5]=[CH:4][CH:3]=1)[C:16]1[CH:21]=[CH:20][CH:19]=[CH:18][CH:17]=1.